Dataset: Full USPTO retrosynthesis dataset with 1.9M reactions from patents (1976-2016). Task: Predict the reactants needed to synthesize the given product. (1) Given the product [F:1][C:2]1[CH:3]=[CH:4][C:5]([N:8]2[C:16]3[C:11](=[CH:12][C:13]([O:17][C@H:18]([C:22]4[CH:27]=[CH:26][CH:25]=[C:24]([O:28][CH3:29])[CH:23]=4)[C@@H:19]([NH:21][C:35]([C:31]4[O:30][CH:34]=[CH:33][N:32]=4)=[O:36])[CH3:20])=[CH:14][CH:15]=3)[CH:10]=[N:9]2)=[CH:6][CH:7]=1, predict the reactants needed to synthesize it. The reactants are: [F:1][C:2]1[CH:7]=[CH:6][C:5]([N:8]2[C:16]3[C:11](=[CH:12][C:13]([O:17][C@H:18]([C:22]4[CH:27]=[CH:26][CH:25]=[C:24]([O:28][CH3:29])[CH:23]=4)[C@@H:19]([NH2:21])[CH3:20])=[CH:14][CH:15]=3)[CH:10]=[N:9]2)=[CH:4][CH:3]=1.[O:30]1[CH:34]=[CH:33][N:32]=[C:31]1[C:35](O)=[O:36]. (2) Given the product [CH:1]1[C:10]2[C:5](=[CH:6][CH:7]=[CH:8][CH:9]=2)[CH:4]=[CH:3][C:2]=1/[CH:11]=[CH:12]/[C:13]([OH:15])=[O:14], predict the reactants needed to synthesize it. The reactants are: [CH:1]1[C:10]2[C:5](=[CH:6][CH:7]=[CH:8][CH:9]=2)[CH:4]=[CH:3][C:2]=1/[CH:11]=[CH:12]/[C:13]([O:15]CC)=[O:14].O1CCCC1.O.[OH-].[Li+].Cl.